This data is from NCI-60 drug combinations with 297,098 pairs across 59 cell lines. The task is: Regression. Given two drug SMILES strings and cell line genomic features, predict the synergy score measuring deviation from expected non-interaction effect. (1) Drug 1: CC12CCC(CC1=CCC3C2CCC4(C3CC=C4C5=CN=CC=C5)C)O. Drug 2: CC1=C(C=C(C=C1)NC2=NC=CC(=N2)N(C)C3=CC4=NN(C(=C4C=C3)C)C)S(=O)(=O)N.Cl. Cell line: HL-60(TB). Synergy scores: CSS=-5.68, Synergy_ZIP=20.5, Synergy_Bliss=21.7, Synergy_Loewe=-3.58, Synergy_HSA=-2.23. (2) Drug 1: CC1C(C(CC(O1)OC2CC(CC3=C2C(=C4C(=C3O)C(=O)C5=C(C4=O)C(=CC=C5)OC)O)(C(=O)C)O)N)O.Cl. Drug 2: N.N.Cl[Pt+2]Cl. Cell line: SR. Synergy scores: CSS=56.2, Synergy_ZIP=-5.06, Synergy_Bliss=-8.17, Synergy_Loewe=-54.6, Synergy_HSA=-6.50. (3) Drug 1: CC1=C2C(C(=O)C3(C(CC4C(C3C(C(C2(C)C)(CC1OC(=O)C(C(C5=CC=CC=C5)NC(=O)OC(C)(C)C)O)O)OC(=O)C6=CC=CC=C6)(CO4)OC(=O)C)O)C)O. Drug 2: CC1=C(N=C(N=C1N)C(CC(=O)N)NCC(C(=O)N)N)C(=O)NC(C(C2=CN=CN2)OC3C(C(C(C(O3)CO)O)O)OC4C(C(C(C(O4)CO)O)OC(=O)N)O)C(=O)NC(C)C(C(C)C(=O)NC(C(C)O)C(=O)NCCC5=NC(=CS5)C6=NC(=CS6)C(=O)NCCC[S+](C)C)O. Cell line: COLO 205. Synergy scores: CSS=7.52, Synergy_ZIP=-4.77, Synergy_Bliss=-0.586, Synergy_Loewe=0.284, Synergy_HSA=1.20. (4) Drug 1: C1=CC(=CC=C1CC(C(=O)O)N)N(CCCl)CCCl.Cl. Drug 2: CN(CC1=CN=C2C(=N1)C(=NC(=N2)N)N)C3=CC=C(C=C3)C(=O)NC(CCC(=O)O)C(=O)O. Cell line: HCC-2998. Synergy scores: CSS=21.2, Synergy_ZIP=-5.99, Synergy_Bliss=-2.14, Synergy_Loewe=-19.1, Synergy_HSA=-4.18. (5) Drug 1: C1=CC(=CC=C1CC(C(=O)O)N)N(CCCl)CCCl.Cl. Synergy scores: CSS=16.3, Synergy_ZIP=-3.36, Synergy_Bliss=1.12, Synergy_Loewe=-20.2, Synergy_HSA=-4.67. Cell line: COLO 205. Drug 2: CC(C)NC(=O)C1=CC=C(C=C1)CNNC.Cl. (6) Drug 1: CC1CCC2CC(C(=CC=CC=CC(CC(C(=O)C(C(C(=CC(C(=O)CC(OC(=O)C3CCCCN3C(=O)C(=O)C1(O2)O)C(C)CC4CCC(C(C4)OC)O)C)C)O)OC)C)C)C)OC. Drug 2: CCN(CC)CCCC(C)NC1=C2C=C(C=CC2=NC3=C1C=CC(=C3)Cl)OC. Cell line: MOLT-4. Synergy scores: CSS=31.7, Synergy_ZIP=-5.77, Synergy_Bliss=0.400, Synergy_Loewe=-3.89, Synergy_HSA=0.406.